From a dataset of NCI-60 drug combinations with 297,098 pairs across 59 cell lines. Regression. Given two drug SMILES strings and cell line genomic features, predict the synergy score measuring deviation from expected non-interaction effect. (1) Drug 1: COC1=CC(=CC(=C1O)OC)C2C3C(COC3=O)C(C4=CC5=C(C=C24)OCO5)OC6C(C(C7C(O6)COC(O7)C8=CC=CS8)O)O. Drug 2: CC1C(C(=O)NC(C(=O)N2CCCC2C(=O)N(CC(=O)N(C(C(=O)O1)C(C)C)C)C)C(C)C)NC(=O)C3=C4C(=C(C=C3)C)OC5=C(C(=O)C(=C(C5=N4)C(=O)NC6C(OC(=O)C(N(C(=O)CN(C(=O)C7CCCN7C(=O)C(NC6=O)C(C)C)C)C)C(C)C)C)N)C. Cell line: NCI-H522. Synergy scores: CSS=37.1, Synergy_ZIP=15.1, Synergy_Bliss=18.0, Synergy_Loewe=17.8, Synergy_HSA=18.0. (2) Drug 1: C1C(C(OC1N2C=NC3=C2NC=NCC3O)CO)O. Drug 2: C(CCl)NC(=O)N(CCCl)N=O. Cell line: NCI-H322M. Synergy scores: CSS=0.787, Synergy_ZIP=0.0213, Synergy_Bliss=-3.09, Synergy_Loewe=-3.85, Synergy_HSA=-4.68. (3) Drug 1: CC(C1=C(C=CC(=C1Cl)F)Cl)OC2=C(N=CC(=C2)C3=CN(N=C3)C4CCNCC4)N. Drug 2: CC=C1C(=O)NC(C(=O)OC2CC(=O)NC(C(=O)NC(CSSCCC=C2)C(=O)N1)C(C)C)C(C)C. Cell line: SW-620. Synergy scores: CSS=47.2, Synergy_ZIP=2.97, Synergy_Bliss=3.13, Synergy_Loewe=-28.8, Synergy_HSA=2.43. (4) Drug 1: CC=C1C(=O)NC(C(=O)OC2CC(=O)NC(C(=O)NC(CSSCCC=C2)C(=O)N1)C(C)C)C(C)C. Drug 2: CC1=C(N=C(N=C1N)C(CC(=O)N)NCC(C(=O)N)N)C(=O)NC(C(C2=CN=CN2)OC3C(C(C(C(O3)CO)O)O)OC4C(C(C(C(O4)CO)O)OC(=O)N)O)C(=O)NC(C)C(C(C)C(=O)NC(C(C)O)C(=O)NCCC5=NC(=CS5)C6=NC(=CS6)C(=O)NCCC[S+](C)C)O. Cell line: HT29. Synergy scores: CSS=26.8, Synergy_ZIP=-1.15, Synergy_Bliss=0.0197, Synergy_Loewe=-30.3, Synergy_HSA=0.872.